This data is from Forward reaction prediction with 1.9M reactions from USPTO patents (1976-2016). The task is: Predict the product of the given reaction. (1) Given the reactants Cl[CH2:2][C:3]1[CH:8]=[CH:7][CH:6]=[C:5]([S:9][CH2:10][CH:11]2[CH2:13][CH2:12]2)[N:4]=1.C([O:16][C:17]([CH:19]1[CH2:21][CH:20]1[C:22]1[CH:27]=[CH:26][C:25]([OH:28])=[C:24]([Cl:29])[CH:23]=1)=[O:18])C, predict the reaction product. The product is: [Cl:29][C:24]1[CH:23]=[C:22]([CH:20]2[CH2:21][CH:19]2[C:17]([OH:18])=[O:16])[CH:27]=[CH:26][C:25]=1[O:28][CH2:2][C:3]1[CH:8]=[CH:7][CH:6]=[C:5]([S:9][CH2:10][CH:11]2[CH2:13][CH2:12]2)[N:4]=1. (2) Given the reactants [Cl:1][C:2]1[CH:7]=[C:6]([CH3:8])[C:5]([N+:9]([O-:11])=[O:10])=[CH:4][N:3]=1.OO.NC(N)=[O:16].FC(F)(F)C(OC(=O)C(F)(F)F)=O.O, predict the reaction product. The product is: [Cl:1][C:2]1[CH:7]=[C:6]([CH3:8])[C:5]([N+:9]([O-:11])=[O:10])=[CH:4][N+:3]=1[O-:16]. (3) Given the reactants C[O:2][C:3](=[O:18])[CH2:4][CH2:5][CH2:6][CH2:7][CH2:8][NH:9][C:10]([C:12]1[CH:17]=[CH:16][CH:15]=[CH:14][N:13]=1)=[O:11].[OH-].[Na+].[ClH:21], predict the reaction product. The product is: [ClH:21].[N:13]1[CH:14]=[CH:15][CH:16]=[CH:17][C:12]=1[C:10]([NH:9][CH2:8][CH2:7][CH2:6][CH2:5][CH2:4][C:3]([OH:18])=[O:2])=[O:11]. (4) Given the reactants O[C@H](C)CC(OC1(C)CCC(C(C)C)CC1)=O.[CH3:18][C@H:19]1[CH2:24][C@@H:23]([OH:25])[C@H:22]([CH:26]([CH3:28])[CH3:27])[CH2:21][CH2:20]1, predict the reaction product. The product is: [CH:19]1([CH3:18])[CH2:20][CH2:21][CH:22]([CH:26]([CH3:27])[CH3:28])[CH:23]([OH:25])[CH2:24]1. (5) Given the reactants [OH:1][CH:2]1[CH:7]([C:8]2[CH:13]=[CH:12][C:11]([OH:14])=[CH:10][CH:9]=2)[CH2:6][CH2:5][N:4]([C:15]([O:17][C:18]([CH3:21])([CH3:20])[CH3:19])=[O:16])[CH2:3]1.[C:22](=O)([O-])[O-].[K+].[K+].S(OC)(OC)(=O)=O, predict the reaction product. The product is: [OH:1][CH:2]1[CH:7]([C:8]2[CH:9]=[CH:10][C:11]([O:14][CH3:22])=[CH:12][CH:13]=2)[CH2:6][CH2:5][N:4]([C:15]([O:17][C:18]([CH3:21])([CH3:20])[CH3:19])=[O:16])[CH2:3]1.